From a dataset of Retrosynthesis with 50K atom-mapped reactions and 10 reaction types from USPTO. Predict the reactants needed to synthesize the given product. (1) Given the product CN(C)CCCS(=O)(=O)N1CCC(c2n[nH]c3c(C(N)=O)cc(-c4cccs4)cc23)CC1, predict the reactants needed to synthesize it. The reactants are: CNC.NC(=O)c1cc(-c2cccs2)cc2c(C3CCN(S(=O)(=O)CCCCl)CC3)n[nH]c12. (2) Given the product CC(C)(C)OC(=O)c1ccc(CBr)cc1, predict the reactants needed to synthesize it. The reactants are: CC(C)(C)O.O=C(O)c1ccc(CBr)cc1. (3) Given the product C#CC(O)(C(=O)OC)C(CN(C)C(=O)OC(C)(C)C)O[Si](C)(C)C(C)(C)C, predict the reactants needed to synthesize it. The reactants are: C#C[Mg]Br.COC(=O)C(=O)C(CN(C)C(=O)OC(C)(C)C)O[Si](C)(C)C(C)(C)C. (4) Given the product C[C@H](Nc1ncnc2[nH]ccc12)c1nc2cccc(F)c2c(=O)n1-c1cccc(OCC(F)(F)F)c1, predict the reactants needed to synthesize it. The reactants are: C[C@H](N)c1nc2cccc(F)c2c(=O)n1-c1cccc(OCC(F)(F)F)c1.Clc1ncnc2[nH]ccc12. (5) Given the product C[C@@](O)(C(=O)Nc1ccc(S(=O)c2ccc(C(=O)O)cc2)cc1Cl)C(F)(F)F, predict the reactants needed to synthesize it. The reactants are: C[C@@](O)(C(=O)Nc1ccc(Sc2ccc(C(=O)O)cc2)cc1Cl)C(F)(F)F.O=S([O-])OO. (6) Given the product CC(C)OC(=O)Nc1ccc(OCCN2CCCOCC2)c(-c2ccnn2C)c1, predict the reactants needed to synthesize it. The reactants are: CC(C)OC(=O)Cl.Cn1nccc1-c1cc(N)ccc1OCCN1CCCOCC1. (7) Given the product CN1CC[C@]23CC(=O)CC[C@H]2[C@H]1Cc1cccc(Oc2nnnn2-c2ccccc2)c13, predict the reactants needed to synthesize it. The reactants are: CN1CC[C@]23CC(=O)CC[C@H]2[C@H]1Cc1cccc(O)c13.Clc1nnnn1-c1ccccc1.